This data is from Reaction yield outcomes from USPTO patents with 853,638 reactions. The task is: Predict the reaction yield, written as a fraction of the theoretical maximum amount of product (1.0 means a 100% yield; for example, 0.34 means a 34% yield). The yield is 0.259. The catalyst is CO. The reactants are [F:1][C:2]([F:7])([F:6])[C:3]([OH:5])=[O:4].[O:8]1[CH2:13][CH:12]=[C:11]([C:14]2[N:19]=[CH:18][C:17]3[O:20][C:21]4[C:26]([C:27]5([C:35]6[C:30](=[CH:31][CH:32]=[CH:33][CH:34]=6)[C:29]([NH2:36])=[N:28]5)[C:16]=3[CH:15]=2)=[CH:25][C:24]([C:37]2[C:38]([F:43])=[N:39][CH:40]=[CH:41][CH:42]=2)=[CH:23][CH:22]=4)[CH2:10][CH2:9]1. The product is [F:1][C:2]([F:7])([F:6])[C:3]([OH:5])=[O:4].[F:43][C:38]1[C:37]([C:24]2[CH:25]=[C:26]3[C:27]4([C:35]5[C:30](=[CH:31][CH:32]=[CH:33][CH:34]=5)[C:29]([NH2:36])=[N:28]4)[C:16]4[CH:15]=[C:14]([CH:11]5[CH2:12][CH2:13][O:8][CH2:9][CH2:10]5)[N:19]=[CH:18][C:17]=4[O:20][C:21]3=[CH:22][CH:23]=2)=[CH:42][CH:41]=[CH:40][N:39]=1.